This data is from Forward reaction prediction with 1.9M reactions from USPTO patents (1976-2016). The task is: Predict the product of the given reaction. (1) Given the reactants [H-].[Na+].[Cl:3][C:4]1[CH:5]=[CH:6][C:7]2[NH:13][C:12]3[CH:14]=[CH:15][CH:16]=[CH:17][C:11]=3[C:10]([C:18]3[CH:23]=[CH:22][C:21]([F:24])=[CH:20][CH:19]=3)=[N:9][C:8]=2[CH:25]=1.I[CH3:27], predict the reaction product. The product is: [Cl:3][C:4]1[CH:5]=[CH:6][C:7]2[N:13]([CH3:27])[C:12]3[CH:14]=[CH:15][CH:16]=[CH:17][C:11]=3[C:10]([C:18]3[CH:23]=[CH:22][C:21]([F:24])=[CH:20][CH:19]=3)=[N:9][C:8]=2[CH:25]=1. (2) Given the reactants [NH:1]([C:8]([C:10]1[N:11]([CH2:27][C:28]([O:30]C(C)(C)C)=[O:29])[C:12]2[C:17]([CH:18]=1)=[CH:16][C:15]([NH:19][C:20](=[O:26])[CH2:21][C:22]([CH3:25])([CH3:24])[CH3:23])=[CH:14][CH:13]=2)=[O:9])[C:2]1[CH:7]=[CH:6][CH:5]=[CH:4][CH:3]=1.FC(F)(F)C(O)=O, predict the reaction product. The product is: [NH:1]([C:8]([C:10]1[N:11]([CH2:27][C:28]([OH:30])=[O:29])[C:12]2[C:17]([CH:18]=1)=[CH:16][C:15]([NH:19][C:20](=[O:26])[CH2:21][C:22]([CH3:25])([CH3:23])[CH3:24])=[CH:14][CH:13]=2)=[O:9])[C:2]1[CH:7]=[CH:6][CH:5]=[CH:4][CH:3]=1.